This data is from Retrosynthesis with 50K atom-mapped reactions and 10 reaction types from USPTO. The task is: Predict the reactants needed to synthesize the given product. (1) Given the product CC(C)(C)OC(=O)N[C@@H](Cc1ccc(O)cc1F)C(=O)N1CCCC1, predict the reactants needed to synthesize it. The reactants are: C1CCNC1.CC(C)(C)OC(=O)N[C@@H](Cc1ccc(O)cc1F)C(=O)O. (2) Given the product COC(=O)C1C(O)c2ccccc2OC1c1ccc(Cl)c(C(F)(F)F)c1, predict the reactants needed to synthesize it. The reactants are: COC(=O)C1C(=O)c2ccccc2OC1c1ccc(Cl)c(C(F)(F)F)c1. (3) The reactants are: CC(C)(C)OC(=O)CN.CCOC(=O)C1=C(O)c2ccccc2C(C)(C#N)C1=O. Given the product CC(C)(C)OC(=O)CNC(=O)C1=C(O)c2ccccc2C(C)(C#N)C1=O, predict the reactants needed to synthesize it. (4) Given the product COc1ccc(CN2C(=O)C(O)(c3ccc4c(c3)OCCO4)c3ccccc32)cc1, predict the reactants needed to synthesize it. The reactants are: COc1ccc(CN2C(=O)C(=O)c3ccccc32)cc1.[Mg+]c1ccc2c(c1)OCCO2. (5) Given the product COC1=NOC(CCCCN2CCCc3nc(-c4ccc(C)cc4)c(-c4ccc(C)cc4)nc32)C1, predict the reactants needed to synthesize it. The reactants are: C[O-].Cc1ccc(-c2nc3c(nc2-c2ccc(C)cc2)N(CCCCC2CC(Br)=NO2)CCC3)cc1. (6) Given the product CCOC(=O)C(Cc1ccc(OCCN=[N+]=[N-])cc1)Oc1ccc(C(C)C)cc1, predict the reactants needed to synthesize it. The reactants are: CCOC(=O)C(Cc1ccc(OCCOS(C)(=O)=O)cc1)Oc1ccc(C(C)C)cc1.[N-]=[N+]=[N-]. (7) Given the product COC(=O)Cc1cc2ccccc2o1, predict the reactants needed to synthesize it. The reactants are: CO.O=C(O)Cc1cc2ccccc2o1. (8) Given the product N[C@@H]1CNC[C@@H]1n1ccnn1, predict the reactants needed to synthesize it. The reactants are: CC(C)(C)OC(=O)N1C[C@H](n2ccnn2)[C@H](N)C1.